Predict the product of the given reaction. From a dataset of Forward reaction prediction with 1.9M reactions from USPTO patents (1976-2016). (1) Given the reactants Br[C:2]1[N:7]=[CH:6][C:5]([NH2:8])=[CH:4][CH:3]=1.[C:9]1(B(O)O)[CH:14]=[CH:13][CH:12]=[CH:11][CH:10]=1, predict the reaction product. The product is: [C:9]1([C:2]2[N:7]=[CH:6][C:5]([NH2:8])=[CH:4][CH:3]=2)[CH:14]=[CH:13][CH:12]=[CH:11][CH:10]=1. (2) Given the reactants [C:1]([CH:5]1[CH2:10][CH2:9][C:8](=[O:11])[CH2:7][CH2:6]1)([CH3:4])([CH3:3])[CH3:2].[CH3:12][Si:13](C)([CH3:23])[CH2:14]C(C1C=CC=CC=1)=C.N(S(C(F)(F)F)(=O)=O)S(C(F)(F)F)(=O)=O.CCN(CC)CC.C(=O)([O-])O.[Na+], predict the reaction product. The product is: [C:1]([CH:5]1[CH2:6][CH2:7][C:8]([O:11][Si:13]([CH3:23])([CH3:14])[CH3:12])=[CH:9][CH2:10]1)([CH3:4])([CH3:2])[CH3:3]. (3) Given the reactants C[O:2][C:3]1[CH:8]=[C:7]([CH2:9][CH2:10][CH3:11])[CH:6]=[CH:5][C:4]=1[O:12][C:13]1[CH:18]=[CH:17][C:16]([O:19][CH3:20])=[CH:15][CH:14]=1.B(Br)(Br)Br, predict the reaction product. The product is: [CH3:20][O:19][C:16]1[CH:17]=[CH:18][C:13]([O:12][C:4]2[CH:5]=[CH:6][C:7]([CH2:9][CH2:10][CH3:11])=[CH:8][C:3]=2[OH:2])=[CH:14][CH:15]=1.